Dataset: Forward reaction prediction with 1.9M reactions from USPTO patents (1976-2016). Task: Predict the product of the given reaction. (1) Given the reactants [Cl:1][C:2]1[C:7]([O:8][CH3:9])=[CH:6][C:5]([O:10][CH3:11])=[CH:4][C:3]=1[C:12]1[C:24](=[O:25])[N:23]([CH2:26][C:27]([CH3:38])([C:29]2[CH:34]=[CH:33][C:32]([N+:35]([O-:37])=[O:36])=[CH:31][CH:30]=2)[CH3:28])[C:15]2[N:16]=[C:17](S(C)=O)[N:18]=[CH:19][C:14]=2[CH:13]=1.[CH3:39][NH2:40].Cl.O, predict the reaction product. The product is: [Cl:1][C:2]1[C:7]([O:8][CH3:9])=[CH:6][C:5]([O:10][CH3:11])=[CH:4][C:3]=1[C:12]1[C:24](=[O:25])[N:23]([CH2:26][C:27]([CH3:38])([C:29]2[CH:34]=[CH:33][C:32]([N+:35]([O-:37])=[O:36])=[CH:31][CH:30]=2)[CH3:28])[C:15]2[N:16]=[C:17]([NH:40][CH3:39])[N:18]=[CH:19][C:14]=2[CH:13]=1. (2) The product is: [Cl:1][C:2]1[CH:11]=[CH:10][C:9]([N:12]2[CH2:17][CH2:16][CH:15]([N:18]([CH3:20])[CH3:19])[CH2:14][CH2:13]2)=[CH:8][C:3]=1[C:4]([NH2:21])=[O:5]. Given the reactants [Cl:1][C:2]1[CH:11]=[CH:10][C:9]([N:12]2[CH2:17][CH2:16][CH:15]([N:18]([CH3:20])[CH3:19])[CH2:14][CH2:13]2)=[CH:8][C:3]=1[C:4](OC)=[O:5].[NH3:21], predict the reaction product. (3) Given the reactants [S:1]1[C:5]2[CH:6]=[CH:7][CH:8]=[CH:9][C:4]=2[N:3]=[C:2]1[C:10]1[C:11]([NH2:17])=[N:12][CH:13]=[C:14](Br)[CH:15]=1.[CH2:18]([O:20][C:21](=[O:33])[CH2:22][O:23][C:24]1[CH:29]=[CH:28][C:27](B(O)O)=[CH:26][CH:25]=1)[CH3:19].[F-].[K+], predict the reaction product. The product is: [NH2:17][C:11]1[N:12]=[CH:13][C:14]([C:27]2[CH:28]=[CH:29][C:24]([O:23][CH2:22][C:21]([O:20][CH2:18][CH3:19])=[O:33])=[CH:25][CH:26]=2)=[CH:15][C:10]=1[C:2]1[S:1][C:5]2[CH:6]=[CH:7][CH:8]=[CH:9][C:4]=2[N:3]=1. (4) Given the reactants [Cl:1][C:2]1[S:6][C:5]([C:7]([NH:9][CH2:10][C:11]2[N:12]=[N:13][N:14]([C:16]3[CH:21]=[CH:20][C:19](I)=[CH:18][CH:17]=3)[CH:15]=2)=[O:8])=[CH:4][CH:3]=1.[NH:23]1[CH:30]=[CH:29][C:27]([NH2:28])=[N:26][C:24]1=[O:25].OC1C=CC=C2C=1N=CC=C2.C(=O)([O-])[O-].[K+].[K+], predict the reaction product. The product is: [NH2:28][C:27]1[CH:29]=[CH:30][N:23]([C:19]2[CH:20]=[CH:21][C:16]([N:14]3[CH:15]=[C:11]([CH2:10][NH:9][C:7]([C:5]4[S:6][C:2]([Cl:1])=[CH:3][CH:4]=4)=[O:8])[N:12]=[N:13]3)=[CH:17][CH:18]=2)[C:24](=[O:25])[N:26]=1. (5) Given the reactants [CH:1]1([CH2:5][C@H:6]([NH:13][C:14](=[O:20])[O:15][C:16]([CH3:19])([CH3:18])[CH3:17])[C:7](N(OC)C)=[O:8])[CH2:4][CH2:3][CH2:2]1.[H-].[Al+3].[Li+].[H-].[H-].[H-], predict the reaction product. The product is: [CH:1]1([CH2:5][C@H:6]([NH:13][C:14](=[O:20])[O:15][C:16]([CH3:18])([CH3:17])[CH3:19])[CH:7]=[O:8])[CH2:4][CH2:3][CH2:2]1. (6) The product is: [C:11]([C:7]1[CH:8]=[CH:9][CH:10]=[C:5]([S:2]([CH3:1])(=[O:3])=[O:4])[CH:6]=1)#[CH:12]. Given the reactants [CH3:1][S:2]([C:5]1[CH:6]=[C:7]([C:11]#[C:12][Si](C)(C)C)[CH:8]=[CH:9][CH:10]=1)(=[O:4])=[O:3].C([O-])([O-])=O.[K+].[K+], predict the reaction product.